Dataset: Retrosynthesis with 50K atom-mapped reactions and 10 reaction types from USPTO. Task: Predict the reactants needed to synthesize the given product. (1) Given the product CCOC(=O)C(CC#Cc1c(F)ccc2c1/C(=C/c1[nH]cnc1C)C(=O)N2)NC(C)=O, predict the reactants needed to synthesize it. The reactants are: C#CCC(NC(C)=O)C(=O)OCC.Cc1nc[nH]c1/C=C1\C(=O)Nc2ccc(F)c(I)c21. (2) Given the product Cn1c(CC(=O)N2CC(C)(C)c3c(F)cccc32)nc(N2CCOCC2)cc1=O, predict the reactants needed to synthesize it. The reactants are: CC1(C)CNc2cccc(F)c21.Cn1c(CC(=O)[O-])nc(N2CCOCC2)cc1=O.